This data is from M1 muscarinic receptor antagonist screen with 61,756 compounds. The task is: Binary Classification. Given a drug SMILES string, predict its activity (active/inactive) in a high-throughput screening assay against a specified biological target. (1) The compound is Fc1ccc(N2CCN(C(=O)C3N(C4CCCCC4)C(=O)CC3)CC2)cc1. The result is 0 (inactive). (2) The compound is OC(=O)C(NCCC=1CCCCC1)CC(=O)Nc1c(OC)ccc(OC)c1. The result is 0 (inactive). (3) The molecule is O=C(N1CCN(CC1)c1ncccn1)Cn1ncc2c(n(c3c2cccc3)C)c1=O. The result is 0 (inactive). (4) The drug is OC(=O)C(Cc1ccc(OCCC)cc1)(CC(O)=O)C(O)=O. The result is 0 (inactive).